From a dataset of Forward reaction prediction with 1.9M reactions from USPTO patents (1976-2016). Predict the product of the given reaction. (1) Given the reactants Cl[CH2:2][C:3]1[S:4][CH:5]=[C:6]([C:8]([NH:10][C:11]2[CH:19]=[C:18]([C:20]3[CH:28]=[C:27]([F:29])[CH:26]=[C:25]4[C:21]=3[CH:22]=[CH:23][NH:24]4)[CH:17]=[C:16]3[C:12]=2[CH:13]=[N:14][N:15]3S(C2C=CC=CC=2)(=O)=O)=[O:9])[N:7]=1.[NH:39]1[CH2:44][CH2:43][CH2:42][CH2:41][CH2:40]1, predict the reaction product. The product is: [F:29][C:27]1[CH:26]=[C:25]2[C:21]([CH:22]=[CH:23][NH:24]2)=[C:20]([C:18]2[CH:17]=[C:16]3[C:12]([CH:13]=[N:14][NH:15]3)=[C:11]([NH:10][C:8]([C:6]3[N:7]=[C:3]([CH2:2][N:39]4[CH2:44][CH2:43][CH2:42][CH2:41][CH2:40]4)[S:4][CH:5]=3)=[O:9])[CH:19]=2)[CH:28]=1. (2) The product is: [CH3:15][N:14]([CH2:2][C:3]1[CH:10]=[CH:9][C:6]([C:7]#[N:8])=[CH:5][CH:4]=1)[CH:11]([CH3:13])[CH3:12]. Given the reactants Br[CH2:2][C:3]1[CH:10]=[CH:9][C:6]([C:7]#[N:8])=[CH:5][CH:4]=1.[CH:11]([NH:14][CH3:15])([CH3:13])[CH3:12].C(N(CC)CC)C.C1COCC1, predict the reaction product. (3) Given the reactants [C:1]([OH:6])(=O)[C:2]([CH3:4])=[O:3].O=S(Cl)Cl.[CH3:11][O:12][C:13]1[CH:18]=[CH:17][C:16]([NH:19][C:20]2[CH:25]=[CH:24][C:23]([O:26][CH3:27])=[CH:22][CH:21]=2)=[CH:15][CH:14]=1.N1C=CC=CC=1, predict the reaction product. The product is: [CH3:27][O:26][C:23]1[CH:22]=[CH:21][C:20]([N:19]([C:16]2[CH:17]=[CH:18][C:13]([O:12][CH3:11])=[CH:14][CH:15]=2)[C:1](=[O:6])[C:2](=[O:3])[CH3:4])=[CH:25][CH:24]=1. (4) Given the reactants Br[C:2]1[CH:3]=[CH:4][C:5]([C:8]([O:10][C:11]([CH3:14])([CH3:13])[CH3:12])=[O:9])=[N:6][CH:7]=1.C([O-])(=O)C.[K+].[CH3:20][C:21]1([CH3:37])[C:25]([CH3:27])([CH3:26])[O:24][B:23]([B:23]2[O:24][C:25]([CH3:27])([CH3:26])[C:21]([CH3:37])([CH3:20])[O:22]2)[O:22]1, predict the reaction product. The product is: [CH3:20][C:21]1([CH3:37])[C:25]([CH3:27])([CH3:26])[O:24][B:23]([C:2]2[CH:3]=[CH:4][C:5]([C:8]([O:10][C:11]([CH3:14])([CH3:13])[CH3:12])=[O:9])=[N:6][CH:7]=2)[O:22]1. (5) Given the reactants [Br:1][C:2]1[CH:11]=[C:10]2[C:5]([C:6]([OH:12])=[CH:7][CH:8]=[N:9]2)=[CH:4][CH:3]=1.[Cl:13][S:14](O)(=[O:16])=[O:15], predict the reaction product. The product is: [Br:1][C:2]1[CH:11]=[C:10]2[C:5]([C:6]([OH:12])=[C:7]([S:14]([Cl:13])(=[O:16])=[O:15])[CH:8]=[N:9]2)=[CH:4][CH:3]=1.